This data is from NCI-60 drug combinations with 297,098 pairs across 59 cell lines. The task is: Regression. Given two drug SMILES strings and cell line genomic features, predict the synergy score measuring deviation from expected non-interaction effect. Drug 1: C1CN1P(=S)(N2CC2)N3CC3. Drug 2: CC(C)NC(=O)C1=CC=C(C=C1)CNNC.Cl. Cell line: OVCAR-5. Synergy scores: CSS=13.1, Synergy_ZIP=-3.94, Synergy_Bliss=-2.98, Synergy_Loewe=-9.98, Synergy_HSA=-2.69.